From a dataset of Full USPTO retrosynthesis dataset with 1.9M reactions from patents (1976-2016). Predict the reactants needed to synthesize the given product. Given the product [CH:24]1([CH2:23][O:22][C:17]2[CH:18]=[CH:19][C:20]3[C:15]([CH:16]=2)=[N:14][N:13]([C@H:10]2[CH2:11][CH2:12][C@H:7]([CH2:6][CH2:5][CH:4]([NH:1][C:46](=[O:47])[CH3:41])[CH3:27])[CH2:8][CH2:9]2)[CH:21]=3)[CH2:26][CH2:25]1, predict the reactants needed to synthesize it. The reactants are: [N:1]([CH:4]([CH3:27])[CH2:5][CH2:6][C@H:7]1[CH2:12][CH2:11][C@H:10]([N:13]2[CH:21]=[C:20]3[C:15]([CH:16]=[C:17]([O:22][CH2:23][CH:24]4[CH2:26][CH2:25]4)[CH:18]=[CH:19]3)=[N:14]2)[CH2:9][CH2:8]1)=[N+]=[N-].C1(P([C:41]2[CH:46]=CC=CC=2)C2C=CC=CC=2)C=CC=CC=1.[OH2:47].